Dataset: Reaction yield outcomes from USPTO patents with 853,638 reactions. Task: Predict the reaction yield, written as a fraction of the theoretical maximum amount of product (1.0 means a 100% yield; for example, 0.34 means a 34% yield). (1) The catalyst is O1CCOCC1.C1C=CC(/C=C/C(/C=C/C2C=CC=CC=2)=O)=CC=1.C1C=CC(/C=C/C(/C=C/C2C=CC=CC=2)=O)=CC=1.C1C=CC(/C=C/C(/C=C/C2C=CC=CC=2)=O)=CC=1.[Pd].[Pd]. The product is [C:85]([NH:89][C:90]1[CH:91]=[C:92]([CH:96]=[CH:97][C:98]=1[O:99][C:100]([F:101])([F:102])[F:103])[C:93]([NH:95][C:35]1[CH:34]=[C:33]([C:31]2[NH:32][C:11]3[C:10]4([CH2:40][CH2:41][CH2:42][N:8]([C:6]([O:5][C:1]([CH3:4])([CH3:2])[CH3:3])=[O:7])[CH2:9]4)[CH2:15][N:14]([CH2:16][C:17]4[C:18]([O:27][CH3:28])=[CH:19][C:20]([O:25][CH3:26])=[CH:21][C:22]=4[O:23][CH3:24])[C:13](=[O:29])[C:12]=3[CH:30]=2)[CH:38]=[CH:37][N:36]=1)=[O:94])(=[O:88])[CH:86]=[CH2:87]. The yield is 0.160. The reactants are [C:1]([O:5][C:6]([N:8]1[CH2:42][CH2:41][CH2:40][C:10]2([CH2:15][N:14]([CH2:16][C:17]3[C:22]([O:23][CH3:24])=[CH:21][C:20]([O:25][CH3:26])=[CH:19][C:18]=3[O:27][CH3:28])[C:13](=[O:29])[C:12]3[CH:30]=[C:31]([C:33]4[CH:38]=[CH:37][N:36]=[C:35](Cl)[CH:34]=4)[NH:32][C:11]2=3)[CH2:9]1)=[O:7])([CH3:4])([CH3:3])[CH3:2].CC1(C)C2C(=C(P(C3C=CC=CC=3)C3C=CC=CC=3)C=CC=2)OC2C(P(C3C=CC=CC=3)C3C=CC=CC=3)=CC=CC1=2.[C:85]([NH:89][C:90]1[CH:91]=[C:92]([CH:96]=[CH:97][C:98]=1[O:99][C:100]([F:103])([F:102])[F:101])[C:93]([NH2:95])=[O:94])(=[O:88])[CH:86]=[CH2:87].C(=O)([O-])[O-].[Cs+].[Cs+]. (2) The reactants are Cl[CH2:2][C:3]1[C:4]([C:16]2[CH:21]=[CH:20][C:19]([F:22])=[CH:18][C:17]=2[O:23][CH3:24])=[CH:5][CH:6]=[C:7]2[C:12]=1[NH:11][C:10](=[O:13])[C:9]([CH3:15])([CH3:14])[NH:8]2.[C:25]1([OH:31])[CH:30]=[CH:29][CH:28]=[CH:27][CH:26]=1.C(=O)([O-])[O-].[K+].[K+].C(OCC)(=O)C. The catalyst is CN(C)C=O.O. The product is [F:22][C:19]1[CH:20]=[CH:21][C:16]([C:4]2[C:3]([CH2:2][O:31][C:25]3[CH:30]=[CH:29][CH:28]=[CH:27][CH:26]=3)=[C:12]3[C:7]([NH:8][C:9]([CH3:15])([CH3:14])[C:10](=[O:13])[NH:11]3)=[CH:6][CH:5]=2)=[C:17]([O:23][CH3:24])[CH:18]=1. The yield is 0.670. (3) The reactants are [CH2:1]([C:3]1[C:38]([F:39])=[C:37]([S:40]([CH3:43])(=[O:42])=[O:41])[CH:36]=[CH:35][C:4]=1[C:5]([N:7]1[CH2:13][C:12]2[CH:14]=[C:15]([C:18]3[S:22][C:21]([NH:23][CH2:24][CH2:25][N:26](C)[C:27](=O)OC(C)(C)C)=[N:20][CH:19]=3)[CH:16]=[CH:17][C:11]=2[O:10][CH2:9][CH2:8]1)=[O:6])[CH3:2].Cl. The catalyst is O1CCOCC1. The product is [CH2:1]([C:3]1[C:38]([F:39])=[C:37]([S:40]([CH3:43])(=[O:42])=[O:41])[CH:36]=[CH:35][C:4]=1[C:5]([N:7]1[CH2:13][C:12]2[CH:14]=[C:15]([C:18]3[S:22][C:21]([NH:23][CH2:24][CH2:25][NH:26][CH3:27])=[N:20][CH:19]=3)[CH:16]=[CH:17][C:11]=2[O:10][CH2:9][CH2:8]1)=[O:6])[CH3:2]. The yield is 0.510. (4) The reactants are [CH3:1][C:2]1[CH:7]=[CH:6][C:5]([S:8][C:9]2[CH:14]=[CH:13][C:12]([OH:15])=[CH:11][CH:10]=2)=[C:4]([N+:16]([O-])=O)[CH:3]=1.Cl[Sn]Cl. No catalyst specified. The product is [NH2:16][C:4]1[CH:3]=[C:2]([CH3:1])[CH:7]=[CH:6][C:5]=1[S:8][C:9]1[CH:14]=[CH:13][C:12]([OH:15])=[CH:11][CH:10]=1. The yield is 1.00.